Dataset: Catalyst prediction with 721,799 reactions and 888 catalyst types from USPTO. Task: Predict which catalyst facilitates the given reaction. (1) Reactant: [NH2:1][C:2]1[N:7]=[C:6]([C:8]2[O:9][CH:10]=[CH:11][CH:12]=2)[C:5]([C:13]#[N:14])=[C:4](S(C)(=O)=O)[N:3]=1.[CH3:19][O:20][C:21]1[CH:26]=[CH:25][C:24]([CH2:27][CH2:28][NH2:29])=[CH:23][CH:22]=1. Product: [NH2:1][C:2]1[N:7]=[C:6]([C:8]2[O:9][CH:10]=[CH:11][CH:12]=2)[C:5]([C:13]#[N:14])=[C:4]([NH:29][CH2:28][CH2:27][C:24]2[CH:25]=[CH:26][C:21]([O:20][CH3:19])=[CH:22][CH:23]=2)[N:3]=1. The catalyst class is: 57. (2) The catalyst class is: 45. Product: [F:27][C:24]1[CH:23]=[CH:22][C:21]([CH2:20][C:17]2[O:16][C:15]([C:14]3[N:13]=[CH:12][N:11]([CH3:28])[C:10](=[N:29][OH:30])[C:9]=3[OH:8])=[N:19][N:18]=2)=[CH:26][CH:25]=1. Reactant: C([O:8][C:9]1[C:10](=[N:29][OH:30])[N:11]([CH3:28])[CH:12]=[N:13][C:14]=1[C:15]1[O:16][C:17]([CH2:20][C:21]2[CH:26]=[CH:25][C:24]([F:27])=[CH:23][CH:22]=2)=[N:18][N:19]=1)C1C=CC=CC=1.[H][H]. (3) Reactant: [C:1]([O:4][CH2:5][C:6]1[CH:11]=[C:10]([N:12]([C:20]2[CH:25]=[CH:24][C:23]([C:26]#[N:27])=[CH:22][CH:21]=2)C(OC(C)(C)C)=O)[CH:9]=[CH:8][C:7]=1[Br:28])(=[O:3])[CH3:2].Cl.[OH-].[Na+]. Product: [C:1]([O:4][CH2:5][C:6]1[CH:11]=[C:10]([NH:12][C:20]2[CH:25]=[CH:24][C:23]([C:26]#[N:27])=[CH:22][CH:21]=2)[CH:9]=[CH:8][C:7]=1[Br:28])(=[O:3])[CH3:2]. The catalyst class is: 12. (4) The catalyst class is: 7. Reactant: [CH3:1][C:2]([Mg]Br)=[CH:3][CH3:4].[CH2:7]1[C:16]2[C:11](=[CH:12][CH:13]=[CH:14][CH:15]=2)[CH2:10][CH2:9][N:8]1[C:17]1[C:22]([N+:23]([O-])=O)=[CH:21][CH:20]=[CH:19][N:18]=1.[Cl-:26].[NH4+]. Product: [ClH:26].[CH2:7]1[C:16]2[C:11](=[CH:12][CH:13]=[CH:14][CH:15]=2)[CH2:10][CH2:9][N:8]1[C:17]1[N:18]=[CH:19][CH:20]=[C:21]2[C:3]([CH3:4])=[C:2]([CH3:1])[NH:23][C:22]=12. (5) Reactant: [CH:1]1([CH2:4][O:5][C:6]2[CH:11]=[C:10]([O:12][CH3:13])[C:9]([F:14])=[CH:8][C:7]=2[C:15]2[C:16]3[NH:23][C:22]([CH3:24])=[C:21]([C:25]([OH:27])=O)[C:17]=3[N:18]=[CH:19][N:20]=2)[CH2:3][CH2:2]1.CCN(C(C)C)C(C)C.CN(C(ON1N=NC2C=CC=CC1=2)=[N+](C)C)C.F[P-](F)(F)(F)(F)F.Cl.[NH2:62][C@@H:63]([CH2:93][CH2:94][C:95]([N:97]1[CH2:102][CH2:101][CH2:100][CH2:99][CH2:98]1)=[O:96])[C:64]([N:66]1[CH2:71][CH2:70][CH:69]([N:72]2[N:81]=[C:80]([C:82]3[CH:87]=[CH:86][C:85]([O:88][CH3:89])=[C:84]([O:90][CH3:91])[CH:83]=3)[C@@H:79]3[C@@H:74]([CH2:75][CH2:76][CH2:77][CH2:78]3)[C:73]2=[O:92])[CH2:68][CH2:67]1)=[O:65].C(=O)(O)[O-].[Na+]. Product: [CH:1]1([CH2:4][O:5][C:6]2[CH:11]=[C:10]([O:12][CH3:13])[C:9]([F:14])=[CH:8][C:7]=2[C:15]2[C:16]3[NH:23][C:22]([CH3:24])=[C:21]([C:25]([NH:62][C@@H:63]([CH2:93][CH2:94][C:95](=[O:96])[N:97]4[CH2:98][CH2:99][CH2:100][CH2:101][CH2:102]4)[C:64]([N:66]4[CH2:67][CH2:68][CH:69]([N:72]5[N:81]=[C:80]([C:82]6[CH:87]=[CH:86][C:85]([O:88][CH3:89])=[C:84]([O:90][CH3:91])[CH:83]=6)[C@@H:79]6[C@@H:74]([CH2:75][CH2:76][CH2:77][CH2:78]6)[C:73]5=[O:92])[CH2:70][CH2:71]4)=[O:65])=[O:27])[C:17]=3[N:18]=[CH:19][N:20]=2)[CH2:2][CH2:3]1. The catalyst class is: 2. (6) Reactant: [CH2:1]([NH:4][C:5]1[C:14]2[C:9](=[CH:10][CH:11]=[C:12]([N+:15]([O-:17])=[O:16])[CH:13]=2)[N:8]=[C:7](Cl)[N:6]=1)[CH:2]=[CH2:3].[CH2:19]([NH2:21])[CH3:20]. Product: [CH2:1]([NH:4][C:5]1[C:14]2[C:9](=[CH:10][CH:11]=[C:12]([N+:15]([O-:17])=[O:16])[CH:13]=2)[N:8]=[C:7]([NH:21][CH2:19][CH3:20])[N:6]=1)[CH:2]=[CH2:3]. The catalyst class is: 6. (7) Reactant: [CH3:1][C:2]1([CH3:29])[O:6][C@H:5]([CH2:7][N:8]2[CH:12]=[CH:11][C:10]([NH:13][C:14](=[O:28])[CH:15]([N:20]3[C:25](=[O:26])[CH:24]=[C:23](I)[CH:22]=[N:21]3)[CH2:16][CH:17]([CH3:19])[CH3:18])=[N:9]2)[CH2:4][O:3]1.[Cl:30][C:31]1[C:36]([C:37]([F:40])([F:39])[F:38])=[CH:35][CH:34]=[CH:33][C:32]=1[OH:41].C(=O)([O-])[O-].[Cs+].[Cs+]. Product: [CH3:1][C:2]1([CH3:29])[O:6][C@H:5]([CH2:7][N:8]2[CH:12]=[CH:11][C:10]([NH:13][C:14](=[O:28])[CH:15]([N:20]3[C:25](=[O:26])[CH:24]=[C:23]([O:41][C:32]4[CH:33]=[CH:34][CH:35]=[C:36]([C:37]([F:38])([F:39])[F:40])[C:31]=4[Cl:30])[CH:22]=[N:21]3)[CH2:16][CH:17]([CH3:19])[CH3:18])=[N:9]2)[CH2:4][O:3]1. The catalyst class is: 9. (8) Reactant: C1(P(C2CCCCC2)C2CCCCC2)CCCCC1.Cl[C:21]1[CH:22]=[C:23]([C:27]2[N:32]=[CH:31][CH:30]=[CH:29][N:28]=2)[CH:24]=[CH:25][CH:26]=1.[B:33]1([B:33]2[O:37][C:36]([CH3:39])([CH3:38])[C:35]([CH3:41])([CH3:40])[O:34]2)[O:37][C:36]([CH3:39])([CH3:38])[C:35]([CH3:41])([CH3:40])[O:34]1.C([O-])(=O)C.[K+]. Product: [CH3:40][C:35]1([CH3:41])[C:36]([CH3:39])([CH3:38])[O:37][B:33]([C:21]2[CH:22]=[C:23]([C:27]3[N:32]=[CH:31][CH:30]=[CH:29][N:28]=3)[CH:24]=[CH:25][CH:26]=2)[O:34]1. The catalyst class is: 12. (9) Reactant: [OH:1][C@H:2]([CH2:13][NH:14][C:15]1[CH:20]=[CH:19][C:18]([N:21]2[CH2:26][CH2:25][O:24][CH2:23][C:22]2=[O:27])=[CH:17][CH:16]=1)[CH2:3][NH:4][C:5]([C:7]1[S:8][C:9]([Cl:12])=[CH:10][CH:11]=1)=[O:6].CN1CCC[C:30]1=[O:34].C1N=CN(C(N2C=NC=C2)=O)C=1. Product: [Cl:12][C:9]1[S:8][C:7]([C:5]([NH:4][CH2:3][C@@H:2]2[O:1][C:30](=[O:34])[N:14]([C:15]3[CH:16]=[CH:17][C:18]([N:21]4[CH2:26][CH2:25][O:24][CH2:23][C:22]4=[O:27])=[CH:19][CH:20]=3)[CH2:13]2)=[O:6])=[CH:11][CH:10]=1. The catalyst class is: 11. (10) Reactant: [Cl-].O[NH3+:3].[C:4](=[O:7])([O-])[OH:5].[Na+].CS(C)=O.[CH2:13]([C:15]1[S:52][C:18]2[N:19]([CH2:36][C:37]3[CH:42]=[CH:41][C:40]([C:43]4[C:44]([C:50]#[N:51])=[CH:45][C:46]([F:49])=[CH:47][CH:48]=4)=[CH:39][CH:38]=3)[C:20](=[O:35])[N:21]([CH2:24][C:25]([C:27]3[CH:32]=[CH:31][C:30]([O:33][CH3:34])=[CH:29][CH:28]=3)=[O:26])[C:22](=[O:23])[C:17]=2[CH:16]=1)[CH3:14]. Product: [CH2:13]([C:15]1[S:52][C:18]2[N:19]([CH2:36][C:37]3[CH:42]=[CH:41][C:40]([C:43]4[CH:48]=[CH:47][C:46]([F:49])=[CH:45][C:44]=4[C:50]4[NH:3][C:4](=[O:7])[O:5][N:51]=4)=[CH:39][CH:38]=3)[C:20](=[O:35])[N:21]([CH2:24][C:25]([C:27]3[CH:28]=[CH:29][C:30]([O:33][CH3:34])=[CH:31][CH:32]=3)=[O:26])[C:22](=[O:23])[C:17]=2[CH:16]=1)[CH3:14]. The catalyst class is: 22.